Task: Predict the reaction yield, written as a fraction of the theoretical maximum amount of product (1.0 means a 100% yield; for example, 0.34 means a 34% yield).. Dataset: Reaction yield outcomes from USPTO patents with 853,638 reactions (1) The reactants are [NH2:1][C:2]([CH3:6])([CH3:5])[CH2:3][OH:4].[F:7][C:8]1[CH:16]=[CH:15][CH:14]=[C:13]([F:17])[C:9]=1[C:10](Cl)=[O:11]. The catalyst is ClCCl. The yield is 0.930. The product is [F:7][C:8]1[CH:16]=[CH:15][CH:14]=[C:13]([F:17])[C:9]=1[C:10]([NH:1][C:2]([CH3:6])([CH3:5])[CH2:3][OH:4])=[O:11]. (2) The product is [Cl:1][C:2]1[N:3]=[C:4]([N:21]2[CH2:22][CH2:23][O:24][CH2:25][CH2:26]2)[C:5]2[N:11]=[CH:10][C:9]([C:12]3[CH:20]=[CH:19][C:15]([C:16]([NH:30][CH:27]4[CH2:29][CH2:28]4)=[O:17])=[CH:14][CH:13]=3)=[CH:8][C:6]=2[N:7]=1. The reactants are [Cl:1][C:2]1[N:3]=[C:4]([N:21]2[CH2:26][CH2:25][O:24][CH2:23][CH2:22]2)[C:5]2[N:11]=[CH:10][C:9]([C:12]3[CH:20]=[CH:19][C:15]([C:16](O)=[O:17])=[CH:14][CH:13]=3)=[CH:8][C:6]=2[N:7]=1.[CH:27]1([NH2:30])[CH2:29][CH2:28]1.CN(C=O)C.CN(C(ON1N=NC2C=CC=NC1=2)=[N+](C)C)C.F[P-](F)(F)(F)(F)F. The yield is 0.680. The catalyst is CO.C(Cl)(Cl)Cl. (3) The reactants are S([O-])([O-])=O.[Na+].[Na+].[CH:7]1([C:10]2[NH:11][C:12]([I:16])=[C:13](I)[N:14]=2)[CH2:9][CH2:8]1. The catalyst is O.CCO. The product is [CH:7]1([C:10]2[NH:14][CH:13]=[C:12]([I:16])[N:11]=2)[CH2:9][CH2:8]1. The yield is 0.730. (4) The reactants are [Li]CCCC.[Br:6][C:7]1[N:8]=[C:9]([C:21]([CH3:24])([CH3:23])[CH3:22])[N:10]([CH2:13][O:14][CH2:15][CH2:16][Si:17]([CH3:20])([CH3:19])[CH3:18])[C:11]=1Br.[Cl:25][C:26]1[N:31]=[CH:30][CH:29]=[CH:28][N:27]=1. The catalyst is C1COCC1.O=[Mn]=O. The product is [Br:6][C:7]1[N:8]=[C:9]([C:21]([CH3:24])([CH3:23])[CH3:22])[N:10]([CH2:13][O:14][CH2:15][CH2:16][Si:17]([CH3:20])([CH3:19])[CH3:18])[C:11]=1[C:28]1[CH:29]=[CH:30][N:31]=[C:26]([Cl:25])[N:27]=1. The yield is 0.370. (5) The reactants are C([Li])CCC.[CH3:6][O:7][CH2:8][O:9][C:10]1[CH:15]=[CH:14][C:13]([C:16]2[CH:21]=[CH:20][CH:19]=[CH:18][CH:17]=2)=[CH:12][CH:11]=1.C[O:23][B:24](OC)[O:25]C.Cl. The catalyst is CCOCC.C1COCC1.O.CCOC(C)=O. The product is [CH3:6][O:7][CH2:8][O:9][C:10]1[CH:15]=[CH:14][C:13]([C:16]2[CH:21]=[CH:20][CH:19]=[CH:18][CH:17]=2)=[CH:12][C:11]=1[B:24]([OH:25])[OH:23]. The yield is 0.290. (6) The catalyst is Cl.O. The reactants are [CH3:1][S:2]([C:5]1[N:10]=[CH:9][C:8]([NH2:11])=[CH:7][CH:6]=1)(=[O:4])=[O:3].[N:12]([O-])=O.[Na+].[Sn](Cl)[Cl:17]. The product is [ClH:17].[CH3:1][S:2]([C:5]1[N:10]=[CH:9][C:8]([NH:11][NH2:12])=[CH:7][CH:6]=1)(=[O:4])=[O:3]. The yield is 0.420.